Dataset: Peptide-MHC class I binding affinity with 185,985 pairs from IEDB/IMGT. Task: Regression. Given a peptide amino acid sequence and an MHC pseudo amino acid sequence, predict their binding affinity value. This is MHC class I binding data. (1) The peptide sequence is TIHLATAPK. The MHC is HLA-B35:01 with pseudo-sequence HLA-B35:01. The binding affinity (normalized) is 0.0847. (2) The peptide sequence is HVIQNAFRK. The MHC is HLA-A30:02 with pseudo-sequence HLA-A30:02. The binding affinity (normalized) is 0.213. (3) The peptide sequence is DYDDVVHEV. The MHC is HLA-B46:01 with pseudo-sequence HLA-B46:01. The binding affinity (normalized) is 0.0847.